Predict the reaction yield, written as a fraction of the theoretical maximum amount of product (1.0 means a 100% yield; for example, 0.34 means a 34% yield). From a dataset of Reaction yield outcomes from USPTO patents with 853,638 reactions. (1) The reactants are [CH3:1][C:2]([C:4]1[CH:9]=[C:8]([O:10][CH3:11])[CH:7]=[C:6]([O:12][CH3:13])[CH:5]=1)=[O:3].[C:14]([O:18][C:19]1[CH:26]=[CH:25][C:22]([CH:23]=O)=[CH:21][CH:20]=1)([CH3:17])([CH3:16])[CH3:15].[OH-].[Na+]. The catalyst is CO. The product is [C:14]([O:18][C:19]1[CH:20]=[CH:21][C:22](/[CH:23]=[CH:1]/[C:2]([C:4]2[CH:5]=[C:6]([O:12][CH3:13])[CH:7]=[C:8]([O:10][CH3:11])[CH:9]=2)=[O:3])=[CH:25][CH:26]=1)([CH3:17])([CH3:16])[CH3:15]. The yield is 0.630. (2) The reactants are [NH2:1][OH:2].[Cl:3][C:4]1[CH:5]=[C:6]2[C:10](=[CH:11][CH:12]=1)[N:9]([C:13]#[N:14])[C:8]([C:15]1[C:19]([CH3:20])=[CH:18][S:17][C:16]=1[CH3:21])=[C:7]2[C:22]1[CH:27]=[CH:26][C:25]([OH:28])=[CH:24][CH:23]=1. The catalyst is C(Cl)Cl.[Cl-].[Na+].O. The product is [Cl:3][C:4]1[CH:5]=[C:6]2[C:10](=[CH:11][CH:12]=1)[N:9]([C:13](=[N:1][OH:2])[NH2:14])[C:8]([C:15]1[C:19]([CH3:20])=[CH:18][S:17][C:16]=1[CH3:21])=[C:7]2[C:22]1[CH:27]=[CH:26][C:25]([OH:28])=[CH:24][CH:23]=1. The yield is 0.350. (3) The reactants are [C:1]([O:5][C:6]([N:8]1[C:12]2=[N:13][CH:14]=[C:15](Br)[CH:16]=[C:11]2[C:10]([C:18](=[O:28])[C:19]2[CH:24]=[CH:23][CH:22]=[C:21]([O:25][CH3:26])[C:20]=2[F:27])=[CH:9]1)=[O:7])([CH3:4])([CH3:3])[CH3:2].[S:29]1[CH:33]=[CH:32][CH:31]=[C:30]1B(O)O.C(=O)([O-])[O-].[K+].[K+]. The catalyst is O1CCCC1.O. The product is [C:1]([O:5][C:6]([N:8]1[C:12]2=[N:13][CH:14]=[C:15]([C:30]3[S:29][CH:33]=[CH:32][CH:31]=3)[CH:16]=[C:11]2[C:10]([C:18](=[O:28])[C:19]2[CH:24]=[CH:23][CH:22]=[C:21]([O:25][CH3:26])[C:20]=2[F:27])=[CH:9]1)=[O:7])([CH3:4])([CH3:3])[CH3:2]. The yield is 0.850. (4) The reactants are [F:1][C:2]1[C:3]([C:15]#N)=[N:4][CH:5]=[CH:6][C:7]=1[C:8]1[CH:9]=[N:10][CH:11]=[CH:12][C:13]=1[CH3:14].[F:17][C:18]1[CH:19]=[CH:20][C:21]([O:26][CH3:27])=[C:22]([Mg]Br)[CH:23]=1.Cl.[OH-:29].[Na+]. The catalyst is C1COCC1.C(Cl)Cl.O. The product is [F:17][C:18]1[CH:19]=[CH:20][C:21]([O:26][CH3:27])=[C:22]([C:15]([C:3]2[C:2]([F:1])=[C:7]([C:8]3[CH:9]=[N:10][CH:11]=[CH:12][C:13]=3[CH3:14])[CH:6]=[CH:5][N:4]=2)=[O:29])[CH:23]=1. The yield is 0.480. (5) The reactants are [C:1]([N:20]1[CH:24]=[C:23]([CH2:25][O:26][CH3:27])[CH:22]=[N:21]1)([C:14]1[CH:19]=[CH:18][CH:17]=[CH:16][CH:15]=1)([C:8]1[CH:13]=[CH:12][CH:11]=[CH:10][CH:9]=1)[C:2]1[CH:7]=[CH:6][CH:5]=[CH:4][CH:3]=1.[C:28](N1C=C(CO)C=N1)(C1C=CC=CC=1)(C1C=CC=CC=1)C1C=CC=CC=1.[H-].[Na+].ICC.CC1C(CCOC)=C(C)N(C(C2C=CC=CC=2)(C2C=CC=CC=2)C2C=CC=CC=2)N=1. No catalyst specified. The product is [C:1]([N:20]1[CH:24]=[C:23]([CH2:25][O:26][CH2:27][CH3:28])[CH:22]=[N:21]1)([C:8]1[CH:9]=[CH:10][CH:11]=[CH:12][CH:13]=1)([C:2]1[CH:7]=[CH:6][CH:5]=[CH:4][CH:3]=1)[C:14]1[CH:15]=[CH:16][CH:17]=[CH:18][CH:19]=1. The yield is 0.870. (6) The reactants are [OH-].[NH3:2].[CH2:3]([N:7]1[C:11]2[N:12]=[CH:13][N:14]=[C:15](Cl)[C:10]=2[C:9]([C:17]2[CH:18]=[C:19]([NH:23][C:24](=[O:31])[C:25]3[CH:30]=[CH:29][CH:28]=[CH:27][CH:26]=3)[CH:20]=[CH:21][CH:22]=2)=[CH:8]1)[CH2:4][CH:5]=[CH2:6]. The catalyst is O1CCOCC1. The product is [NH2:2][C:15]1[C:10]2[C:9]([C:17]3[CH:18]=[C:19]([NH:23][C:24](=[O:31])[C:25]4[CH:30]=[CH:29][CH:28]=[CH:27][CH:26]=4)[CH:20]=[CH:21][CH:22]=3)=[CH:8][N:7]([CH2:3][CH2:4][CH:5]=[CH2:6])[C:11]=2[N:12]=[CH:13][N:14]=1. The yield is 0.780. (7) The product is [OH:8][C:9]1[CH:10]=[CH:11][CH:12]=[C:13]2[C:18]=1[N:17]=[C:16]([CH2:19][CH2:20][C:21]([O:23][CH3:28])=[O:22])[CH:15]=[CH:14]2. The yield is 0.700. The catalyst is [Pd]. The reactants are C([O:8][C:9]1[CH:10]=[CH:11][CH:12]=[C:13]2[C:18]=1[N:17]=[C:16](/[CH:19]=[CH:20]/[C:21]([OH:23])=[O:22])[CH:15]=[CH:14]2)C1C=CC=CC=1.S(Cl)(Cl)=O.[CH3:28]O. (8) The reactants are [Si:1]([O:8][C@H:9]1[CH2:13][C@H:12]([N:14]2[C:18]3[N:19]=[CH:20][N:21]=[C:22]([NH:23][C@@H:24]4[C:32]5[C:27](=[CH:28][CH:29]=[CH:30][CH:31]=5)[CH2:26][CH2:25]4)[C:17]=3[CH:16]=[CH:15]2)[CH2:11][C@H:10]1[CH2:33][CH:34]=[O:35])([C:4]([CH3:7])([CH3:6])[CH3:5])([CH3:3])[CH3:2].CO.[BH4-].[Na+]. No catalyst specified. The product is [Si:1]([O:8][C@H:9]1[CH2:13][C@H:12]([N:14]2[C:18]3[N:19]=[CH:20][N:21]=[C:22]([NH:23][C@@H:24]4[C:32]5[C:27](=[CH:28][CH:29]=[CH:30][CH:31]=5)[CH2:26][CH2:25]4)[C:17]=3[CH:16]=[CH:15]2)[CH2:11][C@H:10]1[CH2:33][CH2:34][OH:35])([C:4]([CH3:7])([CH3:6])[CH3:5])([CH3:2])[CH3:3]. The yield is 0.450. (9) The reactants are [F:1][C:2]([F:14])([F:13])[C:3]1[N:8]=[C:7]([OH:9])[CH:6]=[CH:5][C:4]=1[N+:10]([O-:12])=[O:11].[Cl:15][C:16]1[CH:21]=[CH:20][CH:19]=[C:18]([Cl:22])[C:17]=1[N:23]1[C:27]([CH2:28]O)=[C:26]([CH:30]([CH3:32])[CH3:31])[N:25]=[N:24]1.C1(P(C2C=CC=CC=2)C2C=CC=CC=2)C=CC=CC=1.N(C(OC(C)C)=O)=NC(OC(C)C)=O. The catalyst is C1C=CC=CC=1. The product is [Cl:22][C:18]1[CH:19]=[CH:20][CH:21]=[C:16]([Cl:15])[C:17]=1[N:23]1[C:27]([CH2:28][O:9][C:7]2[N:8]=[C:3]([C:2]([F:1])([F:13])[F:14])[C:4]([N+:10]([O-:12])=[O:11])=[CH:5][CH:6]=2)=[C:26]([CH:30]([CH3:32])[CH3:31])[N:25]=[N:24]1. The yield is 0.900. (10) The reactants are [OH:1][C:2]1[CH:15]=[CH:14][C:5]([CH2:6][CH:7]2[S:11][C:10](=[O:12])[NH:9][C:8]2=[O:13])=[CH:4][CH:3]=1.F[C:17]1[CH:24]=[CH:23][C:20]([CH:21]=[O:22])=[CH:19][CH:18]=1.C([O-])([O-])=O.[Cs+].[Cs+].C(O)(=O)CC(CC(O)=O)(C(O)=O)O. The catalyst is CN(C=O)C.C(OCC)(=O)C. The product is [O:12]=[C:10]1[NH:9][C:8](=[O:13])[CH:7]([CH2:6][C:5]2[CH:14]=[CH:15][C:2]([O:1][C:17]3[CH:24]=[CH:23][C:20]([CH:21]=[O:22])=[CH:19][CH:18]=3)=[CH:3][CH:4]=2)[S:11]1. The yield is 0.650.